From a dataset of Full USPTO retrosynthesis dataset with 1.9M reactions from patents (1976-2016). Predict the reactants needed to synthesize the given product. (1) Given the product [F:21][C:2]([F:1])([F:20])[C:3]1[CH:4]=[C:5]([CH:17]=[CH:18][CH:19]=1)[CH2:6][O:7][C:8]1[N:9]=[CH:10][C:11]([CH2:12][OH:13])=[CH:15][CH:16]=1, predict the reactants needed to synthesize it. The reactants are: [F:1][C:2]([F:21])([F:20])[C:3]1[CH:4]=[C:5]([CH:17]=[CH:18][CH:19]=1)[CH2:6][O:7][C:8]1[CH:16]=[CH:15][C:11]([C:12](O)=[O:13])=[CH:10][N:9]=1.CCN(CC)CC.ClC(OC)=O.[BH4-].[Na+]. (2) Given the product [CH:3]1([N:2]([CH3:1])[C:10]2[N:15]3[N:16]=[C:17]([NH2:19])[N:18]=[C:14]3[CH:13]=[C:12]([C:20]3[CH:21]=[N:22][CH:23]=[CH:24][CH:25]=3)[CH:11]=2)[CH2:8][CH2:7][CH2:6][CH2:5][CH2:4]1, predict the reactants needed to synthesize it. The reactants are: [CH3:1][NH:2][CH:3]1[CH2:8][CH2:7][CH2:6][CH2:5][CH2:4]1.Cl[C:10]1[N:15]2[N:16]=[C:17]([NH2:19])[N:18]=[C:14]2[CH:13]=[C:12]([C:20]2[CH:21]=[N:22][CH:23]=[CH:24][CH:25]=2)[CH:11]=1. (3) Given the product [C:1]([O:5][C:6]([N:8]1[CH2:11][CH:10]([N:17]2[CH2:18][CH:15]([F:14])[CH2:16]2)[CH2:9]1)=[O:7])([CH3:4])([CH3:3])[CH3:2], predict the reactants needed to synthesize it. The reactants are: [C:1]([O:5][C:6]([N:8]1[CH2:11][C:10](=O)[CH2:9]1)=[O:7])([CH3:4])([CH3:3])[CH3:2].Cl.[F:14][CH:15]1[CH2:18][NH:17][CH2:16]1.COC(OC)OC.C(O)(=O)C.C(O[BH-](OC(=O)C)OC(=O)C)(=O)C.[Na+]. (4) Given the product [CH3:16][N:17]1[CH2:22][CH2:21][N:20]([C:2]2[N:7]=[C:6]3[NH:8][N:9]=[C:10]([C:11]4[NH:12][CH:13]=[CH:14][CH:15]=4)[C:5]3=[CH:4][CH:3]=2)[CH2:19][CH2:18]1, predict the reactants needed to synthesize it. The reactants are: Cl[C:2]1[N:7]=[C:6]2[NH:8][N:9]=[C:10]([C:11]3[NH:12][CH:13]=[CH:14][CH:15]=3)[C:5]2=[CH:4][CH:3]=1.[CH3:16][N:17]1[CH2:22][CH2:21][NH:20][CH2:19][CH2:18]1. (5) Given the product [C:1]([O:5][C:6]([NH:8][CH:9]([CH2:10][O:11][CH2:24][C:22]1[CH:23]=[C:18]([Cl:17])[CH:19]=[C:20]([Cl:26])[CH:21]=1)[C:12]([OH:14])=[O:13])=[O:7])([CH3:4])([CH3:2])[CH3:3], predict the reactants needed to synthesize it. The reactants are: [C:1]([O:5][C:6]([NH:8][C@@H:9]([C:12]([OH:14])=[O:13])[CH2:10][OH:11])=[O:7])([CH3:4])([CH3:3])[CH3:2].[H-].[Na+].[Cl:17][C:18]1[CH:23]=[C:22]([CH2:24]Cl)[CH:21]=[C:20]([Cl:26])[CH:19]=1.Cl. (6) Given the product [CH3:1][C:2]1[CH:8]=[CH:7][CH:6]=[C:5]([CH3:9])[C:3]=1[NH:4][C:11]1[CH:12]=[CH:13][CH:14]=[C:15]2[C:20]=1[C:19](=[O:21])[NH:18][CH:17]=[CH:16]2, predict the reactants needed to synthesize it. The reactants are: [CH3:1][C:2]1[CH:8]=[CH:7][CH:6]=[C:5]([CH3:9])[C:3]=1[NH2:4].Br[C:11]1[CH:12]=[CH:13][CH:14]=[C:15]2[C:20]=1[C:19](=[O:21])[NH:18][CH:17]=[CH:16]2.C([O-])([O-])=O.[K+].[K+].Cl. (7) Given the product [Cl:9][C:6]1[CH:7]=[CH:8][C:3]([CH2:2][N:11]2[CH:15]=[CH:14][CH:13]=[N:12]2)=[CH:4][C:5]=1[F:10], predict the reactants needed to synthesize it. The reactants are: Br[CH2:2][C:3]1[CH:8]=[CH:7][C:6]([Cl:9])=[C:5]([F:10])[CH:4]=1.[NH:11]1[CH:15]=[CH:14][CH:13]=[N:12]1.C([O-])([O-])=O.[K+].[K+]. (8) The reactants are: [C:1]([O:5][C:6](=[O:16])[NH:7][CH:8]1[CH2:12][CH2:11][N:10]([C:13](Cl)=[O:14])[CH2:9]1)([CH3:4])([CH3:3])[CH3:2].[S-:17][C:18]#[N:19].[NH4+].[NH2:21][C:22]1[C:23](Cl)=[N:24][CH:25]=[CH:26][C:27]=1[O:28][CH3:29]. Given the product [C:1]([O:5][C:6](=[O:16])[NH:7][CH:8]1[CH2:12][CH2:11][N:10]([C:13](=[O:14])[NH:19][C:18]2[S:17][C:23]3[C:22]([N:21]=2)=[C:27]([O:28][CH3:29])[CH:26]=[CH:25][N:24]=3)[CH2:9]1)([CH3:4])([CH3:3])[CH3:2], predict the reactants needed to synthesize it.